From a dataset of Catalyst prediction with 721,799 reactions and 888 catalyst types from USPTO. Predict which catalyst facilitates the given reaction. Reactant: [NH2:1][C:2]1[CH:7]=[N:6][C:5]([CH3:8])=[CH:4][N:3]=1.N1C=CC=CC=1.Cl[C:16]([O:18][C:19]1[CH:24]=[CH:23][CH:22]=[CH:21][CH:20]=1)=[O:17]. Product: [C:19]1([O:18][C:16](=[O:17])[NH:1][C:2]2[CH:7]=[N:6][C:5]([CH3:8])=[CH:4][N:3]=2)[CH:24]=[CH:23][CH:22]=[CH:21][CH:20]=1. The catalyst class is: 2.